Dataset: Forward reaction prediction with 1.9M reactions from USPTO patents (1976-2016). Task: Predict the product of the given reaction. (1) Given the reactants Br[CH:2]([CH3:11])[C:3]([C:5]1[CH:10]=[CH:9][CH:8]=[CH:7][CH:6]=1)=[O:4].C([O-])=[O:13].[Na+].O, predict the reaction product. The product is: [OH:13][CH:2]([CH3:11])[C:3]([C:5]1[CH:10]=[CH:9][CH:8]=[CH:7][CH:6]=1)=[O:4]. (2) Given the reactants [Cl:1][C:2]1[CH:10]=[CH:9][C:5]([C:6](O)=[O:7])=[CH:4][C:3]=1[NH:11][C:12]([C:14]1[C:25](=[O:26])[NH:24][C:17]2[N:18]=[C:19]([S:22][CH3:23])[N:20]=[CH:21][C:16]=2[CH:15]=1)=[O:13].[NH2:27][CH:28]([C:32]1[CH:37]=[CH:36][CH:35]=[CH:34][CH:33]=1)[CH2:29][CH2:30][OH:31].C(N(CC)CC)C.CN(C(ON1N=NC2C=CC=NC1=2)=[N+](C)C)C.F[P-](F)(F)(F)(F)F, predict the reaction product. The product is: [Cl:1][C:2]1[CH:10]=[CH:9][C:5]([C:6](=[O:7])[NH:27][CH:28]([C:32]2[CH:37]=[CH:36][CH:35]=[CH:34][CH:33]=2)[CH2:29][CH2:30][OH:31])=[CH:4][C:3]=1[NH:11][C:12]([C:14]1[C:25](=[O:26])[NH:24][C:17]2[N:18]=[C:19]([S:22][CH3:23])[N:20]=[CH:21][C:16]=2[CH:15]=1)=[O:13]. (3) Given the reactants [C:1]([C:9]12[N:15](C(OC(C)(C)C)=O)[CH:12]([CH2:13][CH2:14]1)[CH2:11][CH2:10]2)(=[O:8])[C:2]1[CH:7]=[CH:6][CH:5]=[CH:4][CH:3]=1.[ClH:23], predict the reaction product. The product is: [ClH:23].[C:9]12([C:1]([C:2]3[CH:3]=[CH:4][CH:5]=[CH:6][CH:7]=3)=[O:8])[NH:15][CH:12]([CH2:13][CH2:14]1)[CH2:11][CH2:10]2. (4) Given the reactants [CH:1]1([NH:7][C:8]2[CH:17]=[C:16]3[C:11]([C:12](=[O:29])[C:13](/[CH:23]=[CH:24]/[P:25](=[O:28])([OH:27])[OH:26])=[CH:14][N:15]3[CH:18]([CH2:21][CH3:22])[CH2:19][CH3:20])=[CH:10][C:9]=2[F:30])[CH2:6][CH2:5][CH2:4][CH2:3][CH2:2]1.[I-].[Na+].C1CCN2C(=NCCC2)CC1.[C:44]([O:50][CH2:51]Cl)(=[O:49])[C:45]([CH3:48])([CH3:47])[CH3:46].[Cl-].[NH4+], predict the reaction product. The product is: [C:44]([O:50][CH2:51][O:28][P:25](/[CH:24]=[CH:23]/[C:13]1[C:12](=[O:29])[C:11]2[C:16](=[CH:17][C:8]([NH:7][CH:1]3[CH2:6][CH2:5][CH2:4][CH2:3][CH2:2]3)=[C:9]([F:30])[CH:10]=2)[N:15]([CH:18]([CH2:19][CH3:20])[CH2:21][CH3:22])[CH:14]=1)([OH:27])=[O:26])(=[O:49])[C:45]([CH3:48])([CH3:47])[CH3:46].